Dataset: Full USPTO retrosynthesis dataset with 1.9M reactions from patents (1976-2016). Task: Predict the reactants needed to synthesize the given product. The reactants are: [Cl:1][C:2]1[CH:7]=[CH:6][C:5]([O:8][CH2:9][CH:10](OCC)OCC)=[CH:4][CH:3]=1. Given the product [Cl:1][C:2]1[CH:3]=[CH:4][C:5]2[O:8][CH:9]=[CH:10][C:6]=2[CH:7]=1, predict the reactants needed to synthesize it.